From a dataset of Forward reaction prediction with 1.9M reactions from USPTO patents (1976-2016). Predict the product of the given reaction. (1) Given the reactants C1(S([N:10]2[C:14]3=[N:15][CH:16]=[CH:17][CH:18]=[C:13]3[C:12]([C:19]3[CH:20]=[C:21]([CH2:24][NH:25][C:26]([C:28]4[C:29](=[O:43])[N:30]([CH2:34][C:35]5[CH:40]=[CH:39][C:38]([F:41])=[C:37]([F:42])[CH:36]=5)[CH:31]=[CH:32][CH:33]=4)=[O:27])[S:22][CH:23]=3)=[CH:11]2)(=O)=O)C=CC=CC=1.C(Cl)Cl.C[O-].[Na+], predict the reaction product. The product is: [NH:10]1[C:14]2=[N:15][CH:16]=[CH:17][CH:18]=[C:13]2[C:12]([C:19]2[CH:20]=[C:21]([CH2:24][NH:25][C:26]([C:28]3[C:29](=[O:43])[N:30]([CH2:34][C:35]4[CH:40]=[CH:39][C:38]([F:41])=[C:37]([F:42])[CH:36]=4)[CH:31]=[CH:32][CH:33]=3)=[O:27])[S:22][CH:23]=2)=[CH:11]1. (2) Given the reactants ClC(Cl)(O[C:5](=[O:11])OC(Cl)(Cl)Cl)Cl.[CH2:13]([C:16]1([CH2:34][CH:35]=[CH2:36])[C:32](=[O:33])[N:19]2[CH2:20][CH2:21][NH:22][C@@H:23]([C:24]3[CH:29]=[CH:28][CH:27]=[CH:26][C:25]=3[O:30][CH3:31])[C@@H:18]2[CH2:17]1)[CH:14]=[CH2:15].[F:37][C:38]([F:54])([F:53])[C:39]1[CH:40]=[C:41]([C@H:49]([NH:51][CH3:52])[CH3:50])[CH:42]=[C:43]([C:45]([F:48])([F:47])[F:46])[CH:44]=1, predict the reaction product. The product is: [F:37][C:38]([F:53])([F:54])[C:39]1[CH:40]=[C:41]([C@H:49]([N:51]([CH3:52])[C:5]([N:22]2[CH2:21][CH2:20][N:19]3[C:32](=[O:33])[C:16]([CH2:13][CH:14]=[CH2:15])([CH2:34][CH:35]=[CH2:36])[CH2:17][C@H:18]3[C@@H:23]2[C:24]2[CH:29]=[CH:28][CH:27]=[CH:26][C:25]=2[O:30][CH3:31])=[O:11])[CH3:50])[CH:42]=[C:43]([C:45]([F:46])([F:47])[F:48])[CH:44]=1. (3) The product is: [NH2:28][CH:1]([P:2](=[O:11])([O:7][CH2:8][CH:9]=[CH2:10])[O:3][CH2:4][CH:5]=[CH2:6])[P:12](=[O:21])([O:13][CH2:14][CH:15]=[CH2:16])[O:17][CH2:18][CH:19]=[CH2:20]. Given the reactants [CH2:1]([P:12](=[O:21])([O:17][CH2:18][CH:19]=[CH2:20])[O:13][CH2:14][CH:15]=[CH2:16])[P:2](=[O:11])([O:7][CH2:8][CH:9]=[CH2:10])[O:3][CH2:4][CH:5]=[CH2:6].[H-].[Na+].C(Cl)Cl.C[N:28](C=O)C, predict the reaction product. (4) Given the reactants Cl.[C:2]([NH2:5])(=[NH:4])[CH3:3].C[O-].[Na+].[CH2:9]([S:11][C:12]1[CH:26]=[CH:25][C:15]([CH2:16][CH:17]([C:22]([CH3:24])=O)[C:18](OC)=[O:19])=[CH:14][CH:13]=1)[CH3:10].O, predict the reaction product. The product is: [CH2:9]([S:11][C:12]1[CH:26]=[CH:25][C:15]([CH2:16][C:17]2[C:18](=[O:19])[NH:4][C:2]([CH3:3])=[N:5][C:22]=2[CH3:24])=[CH:14][CH:13]=1)[CH3:10]. (5) Given the reactants [O:1]([C:8]1[C:13]2[C:14]([NH:17][CH2:18][CH:19]3[CH2:24][CH2:23][N:22](C(OC(C)(C)C)=O)[CH2:21][CH2:20]3)=[N:15][NH:16][C:12]=2[CH:11]=[CH:10][N:9]=1)[C:2]1[CH:7]=[CH:6][CH:5]=[CH:4][CH:3]=1.[F:32][C:33]([F:38])([F:37])[C:34]([OH:36])=[O:35], predict the reaction product. The product is: [F:32][C:33]([F:38])([F:37])[C:34]([OH:36])=[O:35].[F:32][C:33]([F:38])([F:37])[C:34]([OH:36])=[O:35].[O:1]([C:8]1[C:13]2[C:14]([NH:17][CH2:18][CH:19]3[CH2:24][CH2:23][NH:22][CH2:21][CH2:20]3)=[N:15][NH:16][C:12]=2[CH:11]=[CH:10][N:9]=1)[C:2]1[CH:3]=[CH:4][CH:5]=[CH:6][CH:7]=1. (6) Given the reactants [OH-].[Na+].[CH3:3][C:4]1[CH:9]=[C:8]([CH2:10][CH2:11][CH2:12][S:13]([CH3:16])(=[O:15])=[O:14])[CH:7]=[C:6]([CH3:17])[C:5]=1[C:18]1[CH:26]=[CH:25][C:24]([F:27])=[C:23]2[C:19]=1[CH2:20][CH2:21][C@H:22]2[O:28][C:29]1[CH:42]=[CH:41][C:32]2[C@H:33]([CH2:36][C:37]([O:39]C)=[O:38])[CH2:34][O:35][C:31]=2[CH:30]=1, predict the reaction product. The product is: [CH3:17][C:6]1[CH:7]=[C:8]([CH2:10][CH2:11][CH2:12][S:13]([CH3:16])(=[O:15])=[O:14])[CH:9]=[C:4]([CH3:3])[C:5]=1[C:18]1[CH:26]=[CH:25][C:24]([F:27])=[C:23]2[C:19]=1[CH2:20][CH2:21][C@H:22]2[O:28][C:29]1[CH:42]=[CH:41][C:32]2[C@H:33]([CH2:36][C:37]([OH:39])=[O:38])[CH2:34][O:35][C:31]=2[CH:30]=1. (7) Given the reactants [Cl:1][C:2]1[CH:3]=[CH:4][C:5]([OH:18])=[C:6]([CH:17]=1)[C:7]([NH:9][CH2:10][C:11]1[CH:16]=[N:15][CH:14]=[CH:13][N:12]=1)=O, predict the reaction product. The product is: [Cl:1][C:2]1[CH:3]=[CH:4][C:5]([OH:18])=[C:6]([C:7]2[N:12]3[CH:13]=[CH:14][N:15]=[CH:16][C:11]3=[CH:10][N:9]=2)[CH:17]=1. (8) Given the reactants [F:1][C:2]1[CH:17]=[CH:16][CH:15]=[CH:14][C:3]=1[O:4][C:5]1[CH:13]=[CH:12][C:8]([C:9]([OH:11])=[O:10])=[CH:7][CH:6]=1.[Cl:18]C1C=CC=C(F)C=1OC1C=CC(C=O)=CC=1, predict the reaction product. The product is: [Cl:18][C:14]1[CH:15]=[CH:16][CH:17]=[C:2]([F:1])[C:3]=1[O:4][C:5]1[CH:13]=[CH:12][C:8]([C:9]([OH:11])=[O:10])=[CH:7][CH:6]=1.